Dataset: Reaction yield outcomes from USPTO patents with 853,638 reactions. Task: Predict the reaction yield, written as a fraction of the theoretical maximum amount of product (1.0 means a 100% yield; for example, 0.34 means a 34% yield). (1) The reactants are Cl[C:2]1[CH:7]=[N:6][NH:5][C:4](=[O:8])[CH:3]=1.C([Sn](CCCC)(CCCC)[C:14]1[C:19]([CH3:20])=[CH:18][CH:17]=[CH:16][N:15]=1)CCC.[Cl-].[Li+].C(OCC)(=O)C.O. The catalyst is O1CCOCC1.C1C=CC([P]([Pd]([P](C2C=CC=CC=2)(C2C=CC=CC=2)C2C=CC=CC=2)([P](C2C=CC=CC=2)(C2C=CC=CC=2)C2C=CC=CC=2)[P](C2C=CC=CC=2)(C2C=CC=CC=2)C2C=CC=CC=2)(C2C=CC=CC=2)C2C=CC=CC=2)=CC=1.[Cu]I. The product is [CH3:20][C:19]1[C:14]([C:2]2[CH:7]=[N:6][NH:5][C:4](=[O:8])[CH:3]=2)=[N:15][CH:16]=[CH:17][CH:18]=1. The yield is 0.690. (2) The reactants are Cl.[NH2:2][C:3]1[N:4]=[C:5]2[C:14]3[C:8]([CH2:9][CH:10]([C:15]([OH:17])=O)[S:11][C:12]=3[N:13]=1)=[N:7][N:6]2[CH2:18][C:19]1[C:24]([CH3:25])=[C:23]([O:26][CH3:27])[C:22]([CH3:28])=[CH:21][N:20]=1.Cl.CN.O.O[N:34]1[C:38]2C=CC=CC=2N=N1.Cl.CN(C)CCCN=C=NCC.C(N(C(C)C)CC)(C)C.[OH-].[Na+]. The catalyst is CN(C)C=O. The product is [NH2:2][C:3]1[N:4]=[C:5]2[C:14]3[C:8]([CH2:9][CH:10]([C:15]([NH:34][CH3:38])=[O:17])[S:11][C:12]=3[N:13]=1)=[N:7][N:6]2[CH2:18][C:19]1[C:24]([CH3:25])=[C:23]([O:26][CH3:27])[C:22]([CH3:28])=[CH:21][N:20]=1. The yield is 0.490. (3) The reactants are [Br:1][C:2]1[CH:7]=[CH:6][C:5]([NH:8][C:9]2[C:10]([C:18]([OH:20])=O)=[CH:11][N:12]([CH3:17])[C:13](=[O:16])[C:14]=2[CH3:15])=[C:4]([F:21])[CH:3]=1.C(N1C=CN=C1)(N1C=CN=C1)=O.[C:34]1([CH2:40][S:41]([NH2:44])(=[O:43])=[O:42])[CH:39]=[CH:38][CH:37]=[CH:36][CH:35]=1.C1CCN2C(=NCCC2)CC1. The catalyst is CN(C=O)C.CCOC(C)=O.Cl. The product is [Br:1][C:2]1[CH:7]=[CH:6][C:5]([NH:8][C:9]2[C:10]([C:18]([NH:44][S:41]([CH2:40][C:34]3[CH:35]=[CH:36][CH:37]=[CH:38][CH:39]=3)(=[O:42])=[O:43])=[O:20])=[CH:11][N:12]([CH3:17])[C:13](=[O:16])[C:14]=2[CH3:15])=[C:4]([F:21])[CH:3]=1. The yield is 0.680. (4) The yield is 0.440. The reactants are [Cl:1][C:2]1[CH:3]=[CH:4][C:5]([C:20]([F:23])([F:22])[F:21])=[C:6]([CH:19]=1)[CH2:7][N:8]1[CH2:13][CH2:12][NH:11][C:10]2[N:14]=[CH:15][C:16](I)=[CH:17][C:9]1=2.C(OC([N:31]1[CH:35]=[C:34](B2OC(C)(C)C(C)(C)O2)[CH:33]=[N:32]1)=O)(C)(C)C.C(O)(C(F)(F)F)=O. The product is [Cl:1][C:2]1[CH:3]=[CH:4][C:5]([C:20]([F:23])([F:22])[F:21])=[C:6]([CH:19]=1)[CH2:7][N:8]1[CH2:13][CH2:12][NH:11][C:10]2[N:14]=[CH:15][C:16]([C:34]3[CH:35]=[N:31][NH:32][CH:33]=3)=[CH:17][C:9]1=2. The catalyst is C(Cl)Cl. (5) The reactants are Cl.[NH2:2][CH2:3][C:4]([N:6]1[CH2:11][CH2:10][CH:9]([N:12]2[CH2:16][CH2:15][C@H:14]([O:17][C:18]3[CH:23]=[C:22]([F:24])[C:21]([S:25]([CH3:28])(=[O:27])=[O:26])=[CH:20][C:19]=3[F:29])[C:13]2=[O:30])[CH2:8][CH2:7]1)=[O:5].[F:31][C:32]([F:43])([F:42])[C:33](O[C:33](=[O:34])[C:32]([F:43])([F:42])[F:31])=[O:34]. The catalyst is CC#N. The product is [F:29][C:19]1[CH:20]=[C:21]([S:25]([CH3:28])(=[O:27])=[O:26])[C:22]([F:24])=[CH:23][C:18]=1[O:17][C@H:14]1[CH2:15][CH2:16][N:12]([CH:9]2[CH2:10][CH2:11][N:6]([C:4](=[O:5])[CH2:3][NH:2][C:33](=[O:34])[C:32]([F:43])([F:42])[F:31])[CH2:7][CH2:8]2)[C:13]1=[O:30]. The yield is 0.372. (6) The reactants are [Cl:1][C:2]1[CH:7]=[CH:6][C:5]([C:8]([CH3:13])([CH3:12])[C:9](O)=[O:10])=[CH:4][CH:3]=1.S(Cl)([Cl:16])=O. The catalyst is C1(C)C=CC=CC=1.CCCCCC. The product is [Cl:1][C:2]1[CH:7]=[CH:6][C:5]([C:8]([CH3:13])([CH3:12])[C:9]([Cl:16])=[O:10])=[CH:4][CH:3]=1. The yield is 0.980.